From a dataset of Full USPTO retrosynthesis dataset with 1.9M reactions from patents (1976-2016). Predict the reactants needed to synthesize the given product. (1) The reactants are: [CH3:1][O:2][C:3]1[N:8]=[CH:7][C:6]([N:9]2[C:13]([C:14]3[CH:19]=[C:18]([O:20][CH3:21])[CH:17]=[CH:16][N:15]=3)=[CH:12][C:11]([C:22](O)=[O:23])=[N:10]2)=[CH:5][CH:4]=1.[C:25]([NH2:29])([CH3:28])([CH3:27])[CH3:26]. Given the product [C:25]([NH:29][C:22]([C:11]1[CH:12]=[C:13]([C:14]2[CH:19]=[C:18]([O:20][CH3:21])[CH:17]=[CH:16][N:15]=2)[N:9]([C:6]2[CH:7]=[N:8][C:3]([O:2][CH3:1])=[CH:4][CH:5]=2)[N:10]=1)=[O:23])([CH3:28])([CH3:27])[CH3:26], predict the reactants needed to synthesize it. (2) Given the product [ClH:21].[CH3:1][C:2]1[N:7]=[C:6]([S:8][CH2:9][C:10]2[CH:11]=[N:12][CH:13]=[CH:14][C:15]=2[C:16]([F:19])([F:18])[F:17])[N:5]=[C:4]([OH:20])[CH:3]=1, predict the reactants needed to synthesize it. The reactants are: [CH3:1][C:2]1[N:7]=[C:6]([S:8][CH2:9][C:10]2[CH:11]=[N:12][CH:13]=[CH:14][C:15]=2[C:16]([F:19])([F:18])[F:17])[N:5]=[C:4]([OH:20])[CH:3]=1.[ClH:21].O1CCOCC1. (3) The reactants are: [F:1][C:2]([C:5]1[S:9][C:8]2=[N:10][C:11]([C:13]([NH:15][C:16]3[C:21]([CH3:22])=[CH:20][CH:19]=[CH:18][C:17]=3[OH:23])=O)=[CH:12][N:7]2[N:6]=1)([F:4])[CH3:3].C(O)(C)=O.FC(C(O)=O)(F)F. Given the product [F:1][C:2]([C:5]1[S:9][C:8]2=[N:10][C:11]([C:13]3[O:23][C:17]4[CH:18]=[CH:19][CH:20]=[C:21]([CH3:22])[C:16]=4[N:15]=3)=[CH:12][N:7]2[N:6]=1)([F:4])[CH3:3], predict the reactants needed to synthesize it. (4) The reactants are: [CH2:1]([NH:8][C:9]1[S:10][C:11]([CH2:14][NH:15][C:16]2[S:17][C:18]([C:21]3[CH:26]=[CH:25][C:24]([CH3:27])=[CH:23][CH:22]=3)=[CH:19][N:20]=2)=[CH:12][N:13]=1)[C:2]1[CH:7]=[CH:6][CH:5]=[CH:4][CH:3]=1.C(Cl)(Cl)[Cl:29].CCOC(C)=O. Given the product [ClH:29].[ClH:29].[CH2:1]([NH:8][C:9]1[S:10][C:11]([CH2:14][NH:15][C:16]2[S:17][C:18]([C:21]3[CH:22]=[CH:23][C:24]([CH3:27])=[CH:25][CH:26]=3)=[CH:19][N:20]=2)=[CH:12][N:13]=1)[C:2]1[CH:3]=[CH:4][CH:5]=[CH:6][CH:7]=1, predict the reactants needed to synthesize it.